Dataset: Reaction yield outcomes from USPTO patents with 853,638 reactions. Task: Predict the reaction yield, written as a fraction of the theoretical maximum amount of product (1.0 means a 100% yield; for example, 0.34 means a 34% yield). (1) The reactants are [Cl:1][C:2]1[CH:7]=[CH:6][C:5]([NH:8][C:9](=[O:16])[C:10]2[CH:15]=[CH:14][CH:13]=[CH:12][CH:11]=2)=[C:4]([OH:17])[CH:3]=1.Br[CH2:19][CH2:20][CH2:21]Br.[OH-].[Na+]. The catalyst is C(#N)C.ClCCl.CCCCCCCC[N+](CCCCCCCC)(CCCCCCCC)C.[Cl-]. The product is [Cl:1][C:2]1[CH:7]=[CH:6][C:5]2[N:8]([C:9]([C:10]3[CH:15]=[CH:14][CH:13]=[CH:12][CH:11]=3)=[O:16])[CH2:19][CH2:20][CH2:21][O:17][C:4]=2[CH:3]=1. The yield is 0.830. (2) The reactants are [OH:1][CH:2]([CH:5]([O:18][CH3:19])[C:6]1[CH:11]=[CH:10][C:9]([N:12]2[CH2:17][CH2:16][O:15][CH2:14][CH2:13]2)=[CH:8][CH:7]=1)[C:3]#[N:4].C1(C)C=CC(S([O-])(=O)=O)=CC=1.[NH+]1C=CC=CC=1.[CH:37]([O:39][CH2:40][CH3:41])=[CH2:38].C([O-])(O)=O.[Na+]. The yield is 0.350. The catalyst is C(Cl)Cl.O. The product is [CH2:37]([O:39][CH:40]([O:1][CH:2]([CH:5]([O:18][CH3:19])[C:6]1[CH:7]=[CH:8][C:9]([N:12]2[CH2:13][CH2:14][O:15][CH2:16][CH2:17]2)=[CH:10][CH:11]=1)[C:3]#[N:4])[CH3:41])[CH3:38]. (3) The reactants are [C:1]1([Mg]Br)[CH:6]=[CH:5][CH:4]=[CH:3][CH:2]=1.[O:9]=[C:10]1[CH2:13][N:12]([C:14]([O:16][C:17]([CH3:20])([CH3:19])[CH3:18])=[O:15])[CH2:11]1.[Cl-].[NH4+].Cl. The catalyst is C(OCC)C.C1COCC1. The product is [OH:9][C:10]1([C:1]2[CH:6]=[CH:5][CH:4]=[CH:3][CH:2]=2)[CH2:11][N:12]([C:14]([O:16][C:17]([CH3:20])([CH3:19])[CH3:18])=[O:15])[CH2:13]1. The yield is 0.350.